From a dataset of Acute oral toxicity (LD50) regression data from Zhu et al.. Regression/Classification. Given a drug SMILES string, predict its toxicity properties. Task type varies by dataset: regression for continuous values (e.g., LD50, hERG inhibition percentage) or binary classification for toxic/non-toxic outcomes (e.g., AMES mutagenicity, cardiotoxicity, hepatotoxicity). Dataset: ld50_zhu. The compound is CC(=O)C=CC1=C(C)CCCC1(C)C. The rat oral LD50 is 1.62, given as -log10 of the dose in mol/kg body weight (higher means more acutely toxic).